From a dataset of Forward reaction prediction with 1.9M reactions from USPTO patents (1976-2016). Predict the product of the given reaction. (1) The product is: [Cl:1][C:2]1[CH:7]=[CH:6][CH:5]=[C:4]([OH:8])[C:3]=1[CH2:10][S:11][C:12]1[N:17]=[C:16]([OH:18])[CH:15]=[C:14]([CH3:19])[N:13]=1. Given the reactants [Cl:1][C:2]1[CH:7]=[CH:6][CH:5]=[C:4]([O:8]C)[C:3]=1[CH2:10][S:11][C:12]1[N:17]=[C:16]([OH:18])[CH:15]=[C:14]([CH3:19])[N:13]=1.B(Br)(Br)Br.O.[O-]S([O-])(=O)=O.[Na+].[Na+], predict the reaction product. (2) Given the reactants Br[C:2]1[CH:3]=[C:4]([CH2:10][NH:11][C:12]([C:14]2[CH:19]=[CH:18][CH:17]=[C:16]([C:20]([NH:22][CH2:23][C:24]3[C:25]([NH:37][CH:38]4[CH2:43][CH2:42][O:41][CH2:40][CH2:39]4)=[C:26]4[CH:34]=[N:33][N:32]([CH2:35][CH3:36])[C:27]4=[N:28][C:29]=3[CH2:30][CH3:31])=[O:21])[N:15]=2)=[O:13])[CH:5]=[CH:6][C:7]=1[O:8][CH3:9].[CH:44]([C:46]1[CH:47]=[C:48](B(O)O)[CH:49]=[CH:50][CH:51]=1)=[O:45].C([O-])([O-])=O.[Na+].[Na+], predict the reaction product. The product is: [CH2:35]([N:32]1[C:27]2=[N:28][C:29]([CH2:30][CH3:31])=[C:24]([CH2:23][NH:22][C:20]([C:16]3[CH:17]=[CH:18][CH:19]=[C:14]([C:12]([NH:11][CH2:10][C:4]4[CH:3]=[C:2]([C:50]5[CH:49]=[CH:48][CH:47]=[C:46]([CH:44]=[O:45])[CH:51]=5)[C:7]([O:8][CH3:9])=[CH:6][CH:5]=4)=[O:13])[N:15]=3)=[O:21])[C:25]([NH:37][CH:38]3[CH2:43][CH2:42][O:41][CH2:40][CH2:39]3)=[C:26]2[CH:34]=[N:33]1)[CH3:36]. (3) Given the reactants [C:1]1(B(O)O)[CH:6]=[CH:5][CH:4]=[CH:3][CH:2]=1.C(=O)([O-])[O-].[Cs+].[Cs+].C1(P(C2CCCCC2)C2C=CC=CC=2C2C(OC)=CC=CC=2OC)CCCCC1.Br[C:46]1[CH:53]=[CH:52][C:51]([CH2:54][O:55][CH3:56])=[CH:50][C:47]=1[C:48]#[N:49], predict the reaction product. The product is: [CH3:56][O:55][CH2:54][C:51]1[CH:50]=[C:47]([C:48]#[N:49])[C:46]([C:1]2[CH:6]=[CH:5][CH:4]=[CH:3][CH:2]=2)=[CH:53][CH:52]=1. (4) Given the reactants C[O:2][C:3]1[C:8]([C:9]2[O:10][C:11]([C:14]3[N:19]=[C:18]([NH:20][C:21]4[CH:26]=[C:25]([CH3:27])[CH:24]=[CH:23][N:22]=4)[CH:17]=[CH:16][CH:15]=3)=[CH:12][N:13]=2)=[CH:7][CH:6]=[CH:5][N:4]=1.Cl.O, predict the reaction product. The product is: [CH3:27][C:25]1[CH:24]=[CH:23][N:22]=[C:21]([NH:20][C:18]2[N:19]=[C:14]([C:11]3[O:10][C:9]([C:8]4[C:3](=[O:2])[NH:4][CH:5]=[CH:6][CH:7]=4)=[N:13][CH:12]=3)[CH:15]=[CH:16][CH:17]=2)[CH:26]=1. (5) Given the reactants [OH:1][CH2:2][C:3]1[C:4](=[O:14])[C:5]([CH3:13])=[C:6]([O:11][CH3:12])[C:7](=[O:10])[C:8]=1[CH3:9].[CH2:15](C1C(OC)=CC(C)=C(CO)C=1O)C.[O]N(S(=O)([O-])=O)S(=O)([O-])=O.[K+].[K+].P([O-])([O-])([O-])=O, predict the reaction product. The product is: [CH2:13]([C:5]1[C:4](=[O:14])[C:3]([CH2:2][OH:1])=[C:8]([CH3:9])[C:7](=[O:10])[C:6]=1[O:11][CH3:12])[CH3:15]. (6) Given the reactants [CH:1]12[C:10](=[O:11])[O:9][C:7](=[O:8])[CH:2]1[CH2:3][CH2:4][CH2:5][CH2:6]2.[CH2:12]([CH:15]([CH2:18][CH2:19][CH2:20][CH2:21][CH3:22])[CH2:16][OH:17])[CH2:13][CH3:14].[CH2:23](Cl)[C:24]1[CH:29]=[CH:28][CH:27]=[CH:26][CH:25]=1, predict the reaction product. The product is: [CH:2]1([C:7]([O:9][CH2:23][C:24]2[CH:29]=[CH:28][CH:27]=[CH:26][CH:25]=2)=[O:8])[CH2:3][CH2:4][CH2:5][CH2:6][CH:1]1[C:10]([O:17][CH2:16][CH:15]([CH2:12][CH2:13][CH3:14])[CH2:18][CH2:19][CH2:20][CH2:21][CH3:22])=[O:11]. (7) Given the reactants [Cl:1][C:2]1[CH:3]=[C:4]([C:8]2[CH:13]=[CH:12][C:11]([CH2:14][C@H:15]([NH:25][C:26](=[O:32])[O:27][C:28]([CH3:31])([CH3:30])[CH3:29])[C:16]3[N:20](CCC#N)[N:19]=[N:18][N:17]=3)=[CH:10][CH:9]=2)[CH:5]=[CH:6][CH:7]=1.C1CCN2C(=NCCC2)CC1, predict the reaction product. The product is: [Cl:1][C:2]1[CH:3]=[C:4]([C:8]2[CH:9]=[CH:10][C:11]([CH2:14][C@H:15]([NH:25][C:26](=[O:32])[O:27][C:28]([CH3:30])([CH3:29])[CH3:31])[C:16]3[NH:20][N:19]=[N:18][N:17]=3)=[CH:12][CH:13]=2)[CH:5]=[CH:6][CH:7]=1.